From a dataset of Catalyst prediction with 721,799 reactions and 888 catalyst types from USPTO. Predict which catalyst facilitates the given reaction. Reactant: [NH:1]1[C:9]2[C:4](=[CH:5][CH:6]=[CH:7][CH:8]=2)[CH2:3][C:2]1=[O:10].[NH:11]1[C:19]2[C:14](=[CH:15][C:16]([CH:20]=O)=[CH:17][CH:18]=2)[CH:13]=[N:12]1.N1CCCCC1. Product: [NH:11]1[C:19]2[C:14](=[CH:15][C:16](/[CH:20]=[C:3]3/[C:2](=[O:10])[NH:1][C:9]4[C:4]/3=[CH:5][CH:6]=[CH:7][CH:8]=4)=[CH:17][CH:18]=2)[CH:13]=[N:12]1. The catalyst class is: 14.